Dataset: NCI-60 drug combinations with 297,098 pairs across 59 cell lines. Task: Regression. Given two drug SMILES strings and cell line genomic features, predict the synergy score measuring deviation from expected non-interaction effect. (1) Drug 1: CCCS(=O)(=O)NC1=C(C(=C(C=C1)F)C(=O)C2=CNC3=C2C=C(C=N3)C4=CC=C(C=C4)Cl)F. Drug 2: CS(=O)(=O)C1=CC(=C(C=C1)C(=O)NC2=CC(=C(C=C2)Cl)C3=CC=CC=N3)Cl. Cell line: UACC62. Synergy scores: CSS=47.0, Synergy_ZIP=3.49, Synergy_Bliss=3.27, Synergy_Loewe=-14.0, Synergy_HSA=3.09. (2) Drug 1: C1=NC2=C(N1)C(=S)N=C(N2)N. Drug 2: C1=NC(=NC(=O)N1C2C(C(C(O2)CO)O)O)N. Cell line: HCT-15. Synergy scores: CSS=33.8, Synergy_ZIP=-1.90, Synergy_Bliss=1.85, Synergy_Loewe=-4.40, Synergy_HSA=0.534.